Dataset: Cav3 T-type calcium channel HTS with 100,875 compounds. Task: Binary Classification. Given a drug SMILES string, predict its activity (active/inactive) in a high-throughput screening assay against a specified biological target. (1) The molecule is O1CCN(CC1)C(=O)c1c(N(C)C(OC)=O)cccc1. The result is 0 (inactive). (2) The result is 0 (inactive). The compound is O(C(=O)N1CCC(NC(=O)CCN2c3c(OCC2=O)cccc3)CC1)CC. (3) The drug is O=C(Nc1c(cccc1)C(=O)Nc1ccccc1)CCC(O)=O. The result is 0 (inactive). (4) The compound is Clc1ccc(C(=O)NCC2CCN(CC2)c2ccc(S(=O)(=O)N3CCOCC3)cc2)cc1. The result is 1 (active). (5) The drug is S(=O)(=O)(CCC(NC(=O)C)C(=O)Nc1cc(F)c(cc1)C)C. The result is 0 (inactive). (6) The compound is O1c2c(OC1)ccc(c2)C(=O)N\N=C\c1c(nn(c1)c1ccccc1)c1ccc(cc1)C. The result is 0 (inactive).